Dataset: Full USPTO retrosynthesis dataset with 1.9M reactions from patents (1976-2016). Task: Predict the reactants needed to synthesize the given product. (1) Given the product [NH2:20][C:18](=[N:19][S:43]([CH3:42])(=[O:45])=[O:44])[CH:11]([CH2:12][CH2:13][C:14]([F:17])([CH3:16])[CH3:15])[CH2:10][CH:9]([OH:21])[CH:8]([NH:22][C:23]([C:25]1[CH:34]=[N:33][C:32]2[C:27](=[CH:28][CH:29]=[CH:30][CH:31]=2)[N:26]=1)=[O:24])[CH2:1][C:2]1[CH:7]=[CH:6][CH:5]=[CH:4][CH:3]=1, predict the reactants needed to synthesize it. The reactants are: [CH2:1]([CH:8]([NH:22][C:23]([C:25]1[CH:34]=[N:33][C:32]2[C:27](=[CH:28][CH:29]=[CH:30][CH:31]=2)[N:26]=1)=[O:24])[CH:9]([OH:21])[CH2:10][CH:11]([C:18](=[NH:20])[NH2:19])[CH2:12][CH2:13][C:14]([F:17])([CH3:16])[CH3:15])[C:2]1[CH:7]=[CH:6][CH:5]=[CH:4][CH:3]=1.C(N(CC)CC)C.[CH3:42][S:43](Cl)(=[O:45])=[O:44]. (2) Given the product [CH:36]1[CH:37]=[CH:38][C:39]2[S:45][C:44]3[CH:46]=[CH:47][CH:48]=[CH:49][C:43]=3[N:42]=[C:41]([N:50]3[CH2:55][CH2:54][N:53]([CH2:56][CH2:57][O:58][CH2:59][CH2:60][OH:61])[CH2:52][CH2:51]3)[C:40]=2[CH:35]=1.[CH:63](/[C:62]([OH:69])=[O:68])=[CH:64]\[C:65]([OH:67])=[O:66], predict the reactants needed to synthesize it. The reactants are: N1(C2C3C=CC=CC=3SC3C=CC=CC=3N=2)CCNCC1.C(=O)([O-])[O-].[Na+].[Na+].ClCCOCCO.[CH:35]1[C:40]2[C:41]([N:50]3[CH2:55][CH2:54][N:53]([CH2:56][CH2:57][O:58][CH2:59][CH2:60][OH:61])[CH2:52][CH2:51]3)=[N:42][C:43]3[CH:49]=[CH:48][CH:47]=[CH:46][C:44]=3[S:45][C:39]=2[CH:38]=[CH:37][CH:36]=1.[C:62]([OH:69])(=[O:68])/[CH:63]=[CH:64]/[C:65]([OH:67])=[O:66]. (3) Given the product [Cl:1][C:2]1[CH:7]=[C:6]([O:8][C:9]2[C:18]3[C:13](=[CH:14][C:15]([O:21][CH2:51][CH2:52][N:53]4[CH:57]=[CH:56][N:55]=[N:54]4)=[C:16]([O:19][CH3:20])[CH:17]=3)[N:12]=[CH:11][CH:10]=2)[CH:5]=[CH:4][C:3]=1[NH:22][C:23]([NH:25][C:26]1[CH:31]=[CH:30][C:29]([F:32])=[CH:28][C:27]=1[F:33])=[O:24], predict the reactants needed to synthesize it. The reactants are: [Cl:1][C:2]1[CH:7]=[C:6]([O:8][C:9]2[C:18]3[C:13](=[CH:14][C:15]([OH:21])=[C:16]([O:19][CH3:20])[CH:17]=3)[N:12]=[CH:11][CH:10]=2)[CH:5]=[CH:4][C:3]=1[NH:22][C:23]([NH:25][C:26]1[CH:31]=[CH:30][C:29]([F:32])=[CH:28][C:27]=1[F:33])=[O:24].C(=O)([O-])[O-].[K+].[K+].CC1C=CC(S(O[CH2:51][CH2:52][N:53]2[CH:57]=[CH:56][N:55]=[N:54]2)(=O)=O)=CC=1. (4) Given the product [CH2:20]=[CH:21][CH2:22][CH2:13][CH2:10][CH3:12].[Cl:16][C:17]1[N:18]=[N:19][C:20]([CH:2]([C:3]([O:5][CH2:6][CH3:7])=[O:4])[C:1]([O:9][C:10]([CH3:12])([CH3:11])[CH3:13])=[O:8])=[CH:21][CH:22]=1, predict the reactants needed to synthesize it. The reactants are: [C:1]([O:9][C:10]([CH3:13])([CH3:12])[CH3:11])(=[O:8])[CH2:2][C:3]([O:5][CH2:6][CH3:7])=[O:4].[H-].[Na+].[Cl:16][C:17]1[N:18]=[N:19][C:20](Cl)=[CH:21][CH:22]=1. (5) Given the product [Br:34][CH2:33][CH:32]([C:14]1[C:15]2[O:19][C:18]([C:20]3[CH:25]=[CH:24][C:23]([OH:26])=[C:22]([F:30])[CH:21]=3)=[N:17][C:16]=2[CH:31]=[C:12]([OH:11])[CH:13]=1)[F:7], predict the reactants needed to synthesize it. The reactants are: N1C=CC=CC=1.[FH:7].C([O:11][C:12]1[CH:13]=[C:14]([CH:32]=[CH2:33])[C:15]2[O:19][C:18]([C:20]3[CH:25]=[CH:24][C:23]([O:26]C(=O)C)=[C:22]([F:30])[CH:21]=3)=[N:17][C:16]=2[CH:31]=1)(=O)C.[Br:34]N1C(C)(C)C(=O)N(Br)C1=O. (6) Given the product [CH:49]([N:52]1[CH2:57][CH2:56][CH:55]([NH:58][C:22]([C:14]2[N:13]([CH2:12][C:9]3[CH:8]=[C:7]([C:5]4[S:6][C:2]([Cl:1])=[CH:3][CH:4]=4)[O:11][N:10]=3)[C:17]3=[N:18][CH:19]=[CH:20][CH:21]=[C:16]3[CH:15]=2)=[O:23])[CH2:54][CH2:53]1)([CH3:51])[CH3:50], predict the reactants needed to synthesize it. The reactants are: [Cl:1][C:2]1[S:6][C:5]([C:7]2[O:11][N:10]=[C:9]([CH2:12][N:13]3[C:17]4=[N:18][CH:19]=[CH:20][CH:21]=[C:16]4[CH:15]=[C:14]3[C:22](O)=[O:23])[CH:8]=2)=[CH:4][CH:3]=1.[B-](F)(F)(F)F.CCOC(C(C#N)=NOC(N(C)C)=[N+](C)C)=O.Cl.Cl.[CH:49]([N:52]1[CH2:57][CH2:56][CH:55]([NH2:58])[CH2:54][CH2:53]1)([CH3:51])[CH3:50]. (7) Given the product [C:1]([O:5][CH2:6][CH:7]([N:11]([C:23]([O:25][C:26]([CH3:29])([CH3:28])[CH3:27])=[O:24])[CH2:12][CH2:13][C:14]#[N:15])[C:8]([OH:10])=[O:9])([CH3:3])([CH3:4])[CH3:2], predict the reactants needed to synthesize it. The reactants are: [C:1]([O:5][CH2:6][CH:7]([NH:11][CH2:12][CH2:13][C:14]#[N:15])[C:8]([OH:10])=[O:9])([CH3:4])([CH3:3])[CH3:2].C(N(CC)CC)C.[C:23](O[C:23]([O:25][C:26]([CH3:29])([CH3:28])[CH3:27])=[O:24])([O:25][C:26]([CH3:29])([CH3:28])[CH3:27])=[O:24]. (8) Given the product [C:12]([O:16][C:17]([N:19]1[CH2:24][CH2:23][CH:22]([N:25]([CH2:26][C:27]2[S:31][C:30]([Cl:32])=[N:29][C:28]=2[Cl:33])[CH2:1][C:2]([OH:3])([CH3:5])[CH3:4])[CH2:21][CH2:20]1)=[O:18])([CH3:15])([CH3:13])[CH3:14], predict the reactants needed to synthesize it. The reactants are: [CH3:1][C:2]1([CH3:5])[CH2:4][O:3]1.Cl([O-])(=O)(=O)=O.[Li+].[C:12]([O:16][C:17]([N:19]1[CH2:24][CH2:23][CH:22]([NH:25][CH2:26][C:27]2[S:31][C:30]([Cl:32])=[N:29][C:28]=2[Cl:33])[CH2:21][CH2:20]1)=[O:18])([CH3:15])([CH3:14])[CH3:13].C(=O)(O)[O-].[Na+]. (9) Given the product [C:1]([C:5]1[CH:10]=[CH:9][C:8]([C:11]2[CH:16]=[CH:15][C:14]([CH2:17][C:18]3[N:19]([C:31]4[CH:36]=[CH:35][C:34]([NH:44][C@@H:40]([CH2:39][CH3:38])[C:41]([OH:43])=[O:42])=[CH:33][CH:32]=4)[CH:20]=[C:21]([C:23]4[CH:28]=[CH:27][C:26]([Cl:29])=[CH:25][C:24]=4[Cl:30])[N:22]=3)=[CH:13][CH:12]=2)=[CH:7][CH:6]=1)([CH3:4])([CH3:3])[CH3:2], predict the reactants needed to synthesize it. The reactants are: [C:1]([C:5]1[CH:10]=[CH:9][C:8]([C:11]2[CH:16]=[CH:15][C:14]([CH2:17][C:18]3[N:19]([C:31]4[CH:36]=[CH:35][C:34](I)=[CH:33][CH:32]=4)[CH:20]=[C:21]([C:23]4[CH:28]=[CH:27][C:26]([Cl:29])=[CH:25][C:24]=4[Cl:30])[N:22]=3)=[CH:13][CH:12]=2)=[CH:7][CH:6]=1)([CH3:4])([CH3:3])[CH3:2].[CH3:38][CH2:39][C@H:40]([NH2:44])[C:41]([OH:43])=[O:42]. (10) Given the product [CH:1]1([C:4]2[CH:5]=[N:6][C:7]([N:10]3[CH2:15][CH2:14][CH:13]([C:16]4([CH3:31])[CH2:20][C:19]5[CH:21]=[C:22]([C:25]6[CH2:26][CH2:27][N:28]([S:40]([CH2:43][CH2:44][CH2:45][C:46]([O:48][CH3:49])=[O:47])(=[O:42])=[O:41])[CH2:29][CH:30]=6)[CH:23]=[CH:24][C:18]=5[O:17]4)[CH2:12][CH2:11]3)=[N:8][CH:9]=2)[CH2:2][CH2:3]1, predict the reactants needed to synthesize it. The reactants are: [CH:1]1([C:4]2[CH:5]=[N:6][C:7]([N:10]3[CH2:15][CH2:14][CH:13]([C:16]4([CH3:31])[CH2:20][C:19]5[CH:21]=[C:22]([C:25]6[CH2:26][CH2:27][NH:28][CH2:29][CH:30]=6)[CH:23]=[CH:24][C:18]=5[O:17]4)[CH2:12][CH2:11]3)=[N:8][CH:9]=2)[CH2:3][CH2:2]1.C(N(CC)CC)C.Cl[S:40]([CH2:43][CH2:44][CH2:45][C:46]([O:48][CH3:49])=[O:47])(=[O:42])=[O:41].